Dataset: Reaction yield outcomes from USPTO patents with 853,638 reactions. Task: Predict the reaction yield, written as a fraction of the theoretical maximum amount of product (1.0 means a 100% yield; for example, 0.34 means a 34% yield). (1) The reactants are [Cl:1][C:2]1[CH:24]=[C:23]([C:25]([NH:27][CH2:28][C:29]2[CH:34]=[C:33]([OH:35])[CH:32]=[C:31]([OH:36])[CH:30]=2)=[O:26])[CH:22]=[CH:21][C:3]=1[C:4]([NH:6][C@H:7]([C:17]([O:19]C)=[O:18])[CH2:8][NH:9][C:10]([C:12]1[S:13][CH:14]=[CH:15][CH:16]=1)=[O:11])=[O:5].O.[OH-].[Li+].O. The catalyst is O1CCCC1.CO. The product is [Cl:1][C:2]1[CH:24]=[C:23]([C:25]([NH:27][CH2:28][C:29]2[CH:34]=[C:33]([OH:35])[CH:32]=[C:31]([OH:36])[CH:30]=2)=[O:26])[CH:22]=[CH:21][C:3]=1[C:4]([NH:6][C@H:7]([C:17]([OH:19])=[O:18])[CH2:8][NH:9][C:10]([C:12]1[S:13][CH:14]=[CH:15][CH:16]=1)=[O:11])=[O:5]. The yield is 0.260. (2) The reactants are N[C:2]1[CH:10]=[CH:9][CH:8]=[C:7]([Cl:11])[C:3]=1[C:4]([OH:6])=[O:5].Cl.N([O-])=O.[Na+].[I-:17].[K+].S(=O)(=O)(O)O.S([O-])([O-])(=O)=S.[Na+].[Na+]. The catalyst is O. The product is [Cl:11][C:7]1[CH:8]=[CH:9][CH:10]=[C:2]([I:17])[C:3]=1[C:4]([OH:6])=[O:5]. The yield is 0.730. (3) The yield is 0.750. The catalyst is [N+](CCCC)(CCCC)(CCCC)CCCC.[O-]S(O)(=O)=O.C(Cl)Cl. The reactants are [I:1][C:2]1[C:10]2[C:5](=[N:6][CH:7]=[C:8]([C:11]#[N:12])[CH:9]=2)[NH:4][CH:3]=1.[C:13]1([S:19](Cl)(=[O:21])=[O:20])[CH:18]=[CH:17][CH:16]=[CH:15][CH:14]=1.[OH-].[Na+]. The product is [C:13]1([S:19]([N:4]2[C:5]3=[N:6][CH:7]=[C:8]([C:11]#[N:12])[CH:9]=[C:10]3[C:2]([I:1])=[CH:3]2)(=[O:21])=[O:20])[CH:18]=[CH:17][CH:16]=[CH:15][CH:14]=1. (4) The catalyst is O1CCCC1. The yield is 0.910. The reactants are [CH2:1]([N:8]1[CH2:13][CH2:12][N:11]([C:14](OC(C)(C)C)=O)[CH:10]([C:21](OC)=[O:22])[CH2:9]1)[C:2]1[CH:7]=[CH:6][CH:5]=[CH:4][CH:3]=1.[H-].[Al+3].[Li+].[H-].[H-].[H-]. The product is [CH2:1]([N:8]1[CH2:13][CH2:12][N:11]([CH3:14])[CH:10]([CH2:21][OH:22])[CH2:9]1)[C:2]1[CH:3]=[CH:4][CH:5]=[CH:6][CH:7]=1. (5) The reactants are [Cl:1][C:2]1[NH:3][C:4]2[CH:10]=[C:9]([Cl:11])[C:8]([Cl:12])=[CH:7][C:5]=2[N:6]=1.[O:13]1[CH:18]=[CH:17][CH2:16][CH2:15][CH2:14]1.C12(CS(O)(=O)=O)C(C)(C)C(CC1)CC2=O.[OH-].[Na+]. The catalyst is O1CCCC1. The product is [Cl:1][C:2]1[N:3]([CH:14]2[CH2:15][CH2:16][CH2:17][CH2:18][O:13]2)[C:4]2[CH:10]=[C:9]([Cl:11])[C:8]([Cl:12])=[CH:7][C:5]=2[N:6]=1. The yield is 0.0900. (6) The reactants are [CH2:1]([C:5]1[S:9][C:8]([NH:10][C:11](=[O:24])[C:12]2[CH:17]=[C:16]([O:18]C)[C:15]([O:20]C)=[C:14]([O:22]C)[CH:13]=2)=[N:7][C:6]=1[C:25]1[CH:30]=[CH:29][C:28]([O:31]C)=[CH:27][CH:26]=1)[CH2:2][CH2:3][CH3:4].B(Br)(Br)Br. No catalyst specified. The product is [CH2:1]([C:5]1[S:9][C:8]([NH:10][C:11](=[O:24])[C:12]2[CH:17]=[C:16]([OH:18])[C:15]([OH:20])=[C:14]([OH:22])[CH:13]=2)=[N:7][C:6]=1[C:25]1[CH:26]=[CH:27][C:28]([OH:31])=[CH:29][CH:30]=1)[CH2:2][CH2:3][CH3:4]. The yield is 0.475. (7) The reactants are Br[CH:2]([CH3:13])[CH2:3][C:4]1[C:8]2[CH:9]=[CH:10][CH:11]=[CH:12][C:7]=2[O:6][CH:5]=1.[NH2:14][CH:15]1[CH2:24][C:23]2[C:22]([C:25]([NH2:27])=[O:26])=[CH:21][CH:20]=[C:19]([F:28])[C:18]=2[O:17][CH2:16]1.C(N(CC)CC)C.C(Cl)Cl.CO. The catalyst is CS(C)=O. The product is [O:6]1[C:7]2[CH:12]=[CH:11][CH:10]=[CH:9][C:8]=2[C:4]([CH2:3][CH2:2][CH2:13][NH:14][CH:15]2[CH2:24][C:23]3[C:22]([C:25]([NH2:27])=[O:26])=[CH:21][CH:20]=[C:19]([F:28])[C:18]=3[O:17][CH2:16]2)=[CH:5]1. The yield is 0.420. (8) The yield is 0.780. The catalyst is CC(O)C. The product is [ClH:20].[CH2:2]([O:9][C:10]1[CH:19]=[C:18]2[C:13]([C:14]([NH:28][C:27]3[CH:29]=[CH:30][C:24]([Br:23])=[CH:25][C:26]=3[F:31])=[N:15][CH:16]=[N:17]2)=[CH:12][C:11]=1[O:21][CH3:22])[C:3]1[CH:8]=[CH:7][CH:6]=[CH:5][CH:4]=1. The reactants are Cl.[CH2:2]([O:9][C:10]1[CH:19]=[C:18]2[C:13]([C:14]([Cl:20])=[N:15][CH:16]=[N:17]2)=[CH:12][C:11]=1[O:21][CH3:22])[C:3]1[CH:8]=[CH:7][CH:6]=[CH:5][CH:4]=1.[Br:23][C:24]1[CH:30]=[CH:29][C:27]([NH2:28])=[C:26]([F:31])[CH:25]=1. (9) The reactants are [O:1]=[C:2]1[N:11]2[CH:12]3[CH2:17][CH2:16][N:15]([C:18]([O:20][CH2:21][CH3:22])=[O:19])[CH2:14][CH:13]3[C:9]3[C:10]2=[C:5]([CH:6]=[CH:7][CH:8]=3)[N:4]([C:23]([O:25][CH2:26][CH3:27])=[O:24])[CH2:3]1.[H-].[Na+].[CH3:30]I. The catalyst is CN(C=O)C.O. The product is [CH3:30][CH:3]1[C:2](=[O:1])[N:11]2[CH:12]3[CH2:17][CH2:16][N:15]([C:18]([O:20][CH2:21][CH3:22])=[O:19])[CH2:14][CH:13]3[C:9]3[C:10]2=[C:5]([CH:6]=[CH:7][CH:8]=3)[N:4]1[C:23]([O:25][CH2:26][CH3:27])=[O:24]. The yield is 0.800. (10) The reactants are [CH2:1]([O:8][N:9]1[C:15](=[O:16])[N:14]2[CH2:17][C@H:10]1[CH2:11][CH2:12][C@H:13]2[C:18]([OH:20])=O)[C:2]1[CH:7]=[CH:6][CH:5]=[CH:4][CH:3]=1.[NH:21]([C:23]([CH:25]1[CH2:28][N:27]([C:29]([O:31][C:32]([CH3:35])([CH3:34])[CH3:33])=[O:30])[CH2:26]1)=[O:24])[NH2:22].ON1C2C=CC=CC=2N=N1.Cl.C(N=C=NCCCN(C)C)C. The catalyst is C(Cl)Cl.CN(C)C1C=CN=CC=1. The product is [CH2:1]([O:8][N:9]1[C:15](=[O:16])[N:14]2[CH2:17][C@@H:10]1[CH2:11][CH2:12][C@@H:13]2[C:18]([NH:22][NH:21][C:23]([CH:25]1[CH2:28][N:27]([C:29]([O:31][C:32]([CH3:35])([CH3:34])[CH3:33])=[O:30])[CH2:26]1)=[O:24])=[O:20])[C:2]1[CH:3]=[CH:4][CH:5]=[CH:6][CH:7]=1. The yield is 0.810.